The task is: Predict the reaction yield, written as a fraction of the theoretical maximum amount of product (1.0 means a 100% yield; for example, 0.34 means a 34% yield).. This data is from Reaction yield outcomes from USPTO patents with 853,638 reactions. (1) The reactants are [C:1]1([CH2:7][CH2:8][OH:9])[CH:6]=[CH:5][CH:4]=[CH:3][CH:2]=1.[H-].[Na+].[I:12][C:13]1[CH:14]=[C:15]([CH:18]=[CH:19][CH:20]=1)[CH2:16]Br. The catalyst is O1CCCC1.[N+](CCCC)(CCCC)(CCCC)CCCC.[Br-]. The product is [I:12][C:13]1[CH:20]=[CH:19][CH:18]=[C:15]([CH2:16][O:9][CH2:8][CH2:7][C:1]2[CH:6]=[CH:5][CH:4]=[CH:3][CH:2]=2)[CH:14]=1. The yield is 0.990. (2) The reactants are Cl[C:2]1[C:7]([N+:8]([O-])=O)=[C:6]([NH:11][C:12]2[N:17]=[CH:16][C:15]([F:18])=[CH:14][N:13]=2)[CH:5]=[C:4]([CH3:19])[N:3]=1.[N:20](OCCC(C)C)=O.[H+].[B-](F)(F)(F)F. The catalyst is C(O)C.[Pd]. The product is [F:18][C:15]1[CH:14]=[N:13][C:12]([N:11]2[C:6]3[CH:5]=[C:4]([CH3:19])[N:3]=[CH:2][C:7]=3[N:8]=[N:20]2)=[N:17][CH:16]=1. The yield is 0.480. (3) The reactants are [SH:1][C:2]1[NH:3][CH:4]=[CH:5][N:6]=1.Cl[C:8]1[CH:13]=[CH:12][C:11]([N+:14]([O-:16])=[O:15])=[CH:10][CH:9]=1.C(=O)([O-])[O-].[K+].[K+]. The catalyst is C(#N)C. The product is [N+:14]([C:11]1[CH:12]=[CH:13][C:8]([S:1][C:2]2[NH:3][CH:4]=[CH:5][N:6]=2)=[CH:9][CH:10]=1)([O-:16])=[O:15]. The yield is 0.860. (4) The reactants are Cl[C:2]1[CH:16]=[C:15]([NH:17][CH:18]([CH3:20])[CH3:19])[C:5]([C:6]([NH:8][CH2:9][C@@H:10]([F:14])[CH2:11][O:12][CH3:13])=[O:7])=[CH:4][N:3]=1.[NH2:21][C:22]1[C:29]([F:30])=[CH:28][C:25]([C:26]#[N:27])=[CH:24][N:23]=1.C([O-])([O-])=O.[K+].[K+]. The catalyst is CC(C1C=C(C(C)C)C(C2C(P(C3CCCCC3)C3CCCCC3)=C(OC)C=CC=2OC)=C(C(C)C)C=1)C.C1C=[C-]C(CCN)=CC=1.Cl[Pd+].C(O)(C)(C)C.CC(N(C)C)=O. The product is [C:26]([C:25]1[CH:28]=[C:29]([F:30])[C:22]([NH:21][C:2]2[CH:16]=[C:15]([NH:17][CH:18]([CH3:20])[CH3:19])[C:5]([C:6]([NH:8][CH2:9][C@@H:10]([F:14])[CH2:11][O:12][CH3:13])=[O:7])=[CH:4][N:3]=2)=[N:23][CH:24]=1)#[N:27]. The yield is 0.250. (5) The yield is 0.610. The reactants are [CH3:1][N:2]1[C:6]([C:7]2[C:8](=[O:13])[CH2:9][CH2:10][CH2:11][CH:12]=2)=[CH:5][N:4]=[CH:3]1.[BH4-].[Na+].[Cl-].[NH4+]. The product is [CH3:1][N:2]1[C:6]([CH:7]2[CH2:12][CH2:11][CH2:10][CH2:9][CH:8]2[OH:13])=[CH:5][N:4]=[CH:3]1. The catalyst is CO. (6) The reactants are Cl[C:2]1[C:10]2[C:5](=[CH:6][CH:7]=[CH:8][CH:9]=2)[N:4]([S:11]([C:14]2[CH:30]=[CH:29][C:17]([C:18]([NH:20][CH2:21][C:22]3[CH:27]=[CH:26][C:25]([F:28])=[CH:24][CH:23]=3)=[O:19])=[CH:16][CH:15]=2)(=[O:13])=[O:12])[N:3]=1.[NH:31]1[CH2:36][CH2:35][CH2:34][CH2:33][CH2:32]1. The catalyst is CCOC(C)=O. The product is [F:28][C:25]1[CH:26]=[CH:27][C:22]([CH2:21][NH:20][C:18](=[O:19])[C:17]2[CH:29]=[CH:30][C:14]([S:11]([N:4]3[C:5]4[C:10](=[CH:9][CH:8]=[CH:7][CH:6]=4)[C:2]([N:31]4[CH2:36][CH2:35][CH2:34][CH2:33][CH2:32]4)=[N:3]3)(=[O:13])=[O:12])=[CH:15][CH:16]=2)=[CH:23][CH:24]=1. The yield is 0.0700.